Dataset: Catalyst prediction with 721,799 reactions and 888 catalyst types from USPTO. Task: Predict which catalyst facilitates the given reaction. (1) Reactant: [CH3:1][C:2]1([CH3:27])[NH:7][C:6]2[CH:8]=[C:9]([C:11]3[CH:12]=[N:13][N:14]([CH2:18][O:19][CH2:20][CH2:21][Si:22]([CH3:25])([CH3:24])[CH3:23])[C:15]=3[CH:16]=O)[S:10][C:5]=2[C:4](=[O:26])[NH:3]1.[C:28]1([CH2:34][CH2:35][NH2:36])[CH:33]=[CH:32][CH:31]=[CH:30][CH:29]=1.[BH4-].[Na+].C([O-])(O)=O.[Na+]. Product: [CH3:27][C:2]1([CH3:1])[NH:7][C:6]2[CH:8]=[C:9]([C:11]3[CH:12]=[N:13][N:14]([CH2:18][O:19][CH2:20][CH2:21][Si:22]([CH3:25])([CH3:23])[CH3:24])[C:15]=3[CH2:16][NH:36][CH2:35][CH2:34][C:28]3[CH:33]=[CH:32][CH:31]=[CH:30][CH:29]=3)[S:10][C:5]=2[C:4](=[O:26])[NH:3]1. The catalyst class is: 92. (2) Reactant: [H-].[Na+].[Br:3][C:4]1[CH:9]=[CH:8][C:7]([OH:10])=[CH:6][CH:5]=1.[CH2:11](Br)[C:12]1[CH:17]=[CH:16][CH:15]=[CH:14][CH:13]=1.O. Product: [Br:3][C:4]1[CH:9]=[CH:8][C:7]([O:10][CH2:11][C:12]2[CH:17]=[CH:16][CH:15]=[CH:14][CH:13]=2)=[CH:6][CH:5]=1. The catalyst class is: 9. (3) Reactant: [CH:1]([C:4]1[CH:9]=[CH:8][C:7]([C:10]([C:12]2[CH:17]=[C:16]([O:18][CH2:19][C:20]#[CH:21])[CH:15]=[CH:14][C:13]=2[N+:22]([O-])=O)=[O:11])=[CH:6][CH:5]=1)([CH3:3])[CH3:2].[OH-].[Na+]. Product: [NH2:22][C:13]1[CH:14]=[CH:15][C:16]([O:18][CH2:19][C:20]#[CH:21])=[CH:17][C:12]=1[C:10]([C:7]1[CH:6]=[CH:5][C:4]([CH:1]([CH3:3])[CH3:2])=[CH:9][CH:8]=1)=[O:11]. The catalyst class is: 180.